From a dataset of Forward reaction prediction with 1.9M reactions from USPTO patents (1976-2016). Predict the product of the given reaction. (1) Given the reactants F[C:2]1[CH:7]=[CH:6][CH:5]=[CH:4][C:3]=1[N+:8]([O-:10])=[O:9].[NH:11]1[CH2:16][CH2:15][CH:14]([OH:17])[CH2:13][CH2:12]1.C(N(C(C)C)CC)(C)C, predict the reaction product. The product is: [N+:8]([C:3]1[CH:4]=[CH:5][C:6]([N:11]2[CH2:16][CH2:15][CH:14]([OH:17])[CH2:13][CH2:12]2)=[CH:7][CH:2]=1)([O-:10])=[O:9]. (2) Given the reactants C1(P(C2CCCCC2)C2CCCCC2)CCCCC1.[F:20][C:21]1[CH:30]=[C:29](B2OC(C)(C)C(C)(C)O2)[CH:28]=[C:27]2[C:22]=1[N:23]=[CH:24][CH:25]=[N:26]2.[CH3:40][O:41][C:42]([C:44]1[CH:49]=[CH:48][CH:47]=[CH:46][C:45]=1[NH:50][C:51]1[N:55]([C:56]2[CH:61]=[CH:60][CH:59]=[CH:58][CH:57]=2)[N:54]=[C:53]([CH3:62])[C:52]=1Br)=[O:43].P([O-])([O-])([O-])=O.[K+].[K+].[K+], predict the reaction product. The product is: [CH3:40][O:41][C:42]([C:44]1[CH:49]=[CH:48][CH:47]=[CH:46][C:45]=1[NH:50][C:51]1[N:55]([C:56]2[CH:61]=[CH:60][CH:59]=[CH:58][CH:57]=2)[N:54]=[C:53]([CH3:62])[C:52]=1[C:29]1[CH:28]=[C:27]2[C:22](=[C:21]([F:20])[CH:30]=1)[N:23]=[CH:24][CH:25]=[N:26]2)=[O:43]. (3) Given the reactants [C:1](Cl)(=[O:5])[CH2:2][CH2:3][CH3:4].Cl.[NH2:8][C:9]1[CH:14]=[CH:13][C:12]([N:15]2[CH2:20][CH2:19][C:18](=[O:21])[CH2:17][CH2:16]2)=[CH:11][CH:10]=1.C(N(CC)CC)C, predict the reaction product. The product is: [O:21]=[C:18]1[CH2:19][CH2:20][N:15]([C:12]2[CH:13]=[CH:14][C:9]([NH:8][C:1](=[O:5])[CH2:2][CH2:3][CH3:4])=[CH:10][CH:11]=2)[CH2:16][CH2:17]1.